Dataset: NCI-60 drug combinations with 297,098 pairs across 59 cell lines. Task: Regression. Given two drug SMILES strings and cell line genomic features, predict the synergy score measuring deviation from expected non-interaction effect. (1) Drug 1: C1=CN(C(=O)N=C1N)C2C(C(C(O2)CO)O)O.Cl. Drug 2: CCN(CC)CCNC(=O)C1=C(NC(=C1C)C=C2C3=C(C=CC(=C3)F)NC2=O)C. Cell line: LOX IMVI. Synergy scores: CSS=18.5, Synergy_ZIP=-5.86, Synergy_Bliss=-5.70, Synergy_Loewe=-11.6, Synergy_HSA=-7.23. (2) Drug 1: CC(CN1CC(=O)NC(=O)C1)N2CC(=O)NC(=O)C2. Drug 2: CC1=C(C(CCC1)(C)C)C=CC(=CC=CC(=CC(=O)O)C)C. Cell line: MOLT-4. Synergy scores: CSS=56.0, Synergy_ZIP=-2.08, Synergy_Bliss=-5.39, Synergy_Loewe=-5.14, Synergy_HSA=-3.92. (3) Drug 1: CS(=O)(=O)C1=CC(=C(C=C1)C(=O)NC2=CC(=C(C=C2)Cl)C3=CC=CC=N3)Cl. Drug 2: CNC(=O)C1=NC=CC(=C1)OC2=CC=C(C=C2)NC(=O)NC3=CC(=C(C=C3)Cl)C(F)(F)F. Cell line: MDA-MB-231. Synergy scores: CSS=61.4, Synergy_ZIP=2.58, Synergy_Bliss=4.42, Synergy_Loewe=-10.9, Synergy_HSA=5.61. (4) Drug 1: CC1=C(C=C(C=C1)C(=O)NC2=CC(=CC(=C2)C(F)(F)F)N3C=C(N=C3)C)NC4=NC=CC(=N4)C5=CN=CC=C5. Drug 2: CC1=C2C(C(=O)C3(C(CC4C(C3C(C(C2(C)C)(CC1OC(=O)C(C(C5=CC=CC=C5)NC(=O)OC(C)(C)C)O)O)OC(=O)C6=CC=CC=C6)(CO4)OC(=O)C)O)C)O. Cell line: HCT116. Synergy scores: CSS=-5.59, Synergy_ZIP=23.7, Synergy_Bliss=22.3, Synergy_Loewe=9.89, Synergy_HSA=6.46. (5) Drug 1: CC1C(C(=O)NC(C(=O)N2CCCC2C(=O)N(CC(=O)N(C(C(=O)O1)C(C)C)C)C)C(C)C)NC(=O)C3=C4C(=C(C=C3)C)OC5=C(C(=O)C(=C(C5=N4)C(=O)NC6C(OC(=O)C(N(C(=O)CN(C(=O)C7CCCN7C(=O)C(NC6=O)C(C)C)C)C)C(C)C)C)N)C. Drug 2: C1=NC2=C(N=C(N=C2N1C3C(C(C(O3)CO)O)O)F)N. Cell line: SK-OV-3. Synergy scores: CSS=25.9, Synergy_ZIP=-8.08, Synergy_Bliss=0.513, Synergy_Loewe=-3.30, Synergy_HSA=1.17. (6) Drug 1: CCCCCOC(=O)NC1=NC(=O)N(C=C1F)C2C(C(C(O2)C)O)O. Drug 2: CCN(CC)CCCC(C)NC1=C2C=C(C=CC2=NC3=C1C=CC(=C3)Cl)OC. Cell line: NCI-H226. Synergy scores: CSS=9.66, Synergy_ZIP=0.0402, Synergy_Bliss=2.05, Synergy_Loewe=-16.1, Synergy_HSA=-3.92. (7) Drug 1: CC(CN1CC(=O)NC(=O)C1)N2CC(=O)NC(=O)C2. Drug 2: C(CN)CNCCSP(=O)(O)O. Cell line: MDA-MB-435. Synergy scores: CSS=14.4, Synergy_ZIP=-3.39, Synergy_Bliss=2.17, Synergy_Loewe=-1.16, Synergy_HSA=0.932. (8) Drug 1: CC12CCC(CC1=CCC3C2CCC4(C3CC=C4C5=CN=CC=C5)C)O. Drug 2: CCCS(=O)(=O)NC1=C(C(=C(C=C1)F)C(=O)C2=CNC3=C2C=C(C=N3)C4=CC=C(C=C4)Cl)F. Cell line: RXF 393. Synergy scores: CSS=6.18, Synergy_ZIP=-3.89, Synergy_Bliss=-3.68, Synergy_Loewe=-5.49, Synergy_HSA=-2.50. (9) Drug 1: CC1=C(N=C(N=C1N)C(CC(=O)N)NCC(C(=O)N)N)C(=O)NC(C(C2=CN=CN2)OC3C(C(C(C(O3)CO)O)O)OC4C(C(C(C(O4)CO)O)OC(=O)N)O)C(=O)NC(C)C(C(C)C(=O)NC(C(C)O)C(=O)NCCC5=NC(=CS5)C6=NC(=CS6)C(=O)NCCC[S+](C)C)O. Drug 2: C1CC(=O)NC(=O)C1N2C(=O)C3=CC=CC=C3C2=O. Cell line: SK-MEL-28. Synergy scores: CSS=1.21, Synergy_ZIP=-0.585, Synergy_Bliss=-0.392, Synergy_Loewe=-1.93, Synergy_HSA=-0.660.